This data is from Reaction yield outcomes from USPTO patents with 853,638 reactions. The task is: Predict the reaction yield, written as a fraction of the theoretical maximum amount of product (1.0 means a 100% yield; for example, 0.34 means a 34% yield). The reactants are [NH2:1][CH:2]([CH2:5][C:6]1[C:14]2[C:9](=[CH:10][CH:11]=[CH:12][CH:13]=2)[NH:8][CH:7]=1)[CH2:3][OH:4].[S:15](Cl)([C:18]1[CH:24]=[CH:23][C:21]([CH3:22])=[CH:20][CH:19]=1)(=[O:17])=[O:16]. The catalyst is N1C=CC=CC=1.[Cl-].[Na+].O. The product is [NH:8]1[C:9]2[C:14](=[CH:13][CH:12]=[CH:11][CH:10]=2)[C:6]([CH2:5][CH:2]([NH:1][S:15]([C:18]2[CH:24]=[CH:23][C:21]([CH3:22])=[CH:20][CH:19]=2)(=[O:17])=[O:16])[CH2:3][O:4][S:15]([C:18]2[CH:24]=[CH:23][C:21]([CH3:22])=[CH:20][CH:19]=2)(=[O:17])=[O:16])=[CH:7]1. The yield is 0.920.